This data is from Full USPTO retrosynthesis dataset with 1.9M reactions from patents (1976-2016). The task is: Predict the reactants needed to synthesize the given product. (1) The reactants are: C(OC(=O)[NH:7][CH:8]([C:13]1[CH:18]=[CH:17][C:16]([O:19][C:20]([F:23])([F:22])[F:21])=[CH:15][CH:14]=1)[C:9]([OH:12])([CH3:11])[CH3:10])(C)(C)C.[ClH:25].C(OCC)(=O)C. Given the product [ClH:25].[NH2:7][CH:8]([C:13]1[CH:18]=[CH:17][C:16]([O:19][C:20]([F:21])([F:22])[F:23])=[CH:15][CH:14]=1)[C:9]([CH3:11])([OH:12])[CH3:10], predict the reactants needed to synthesize it. (2) Given the product [OH2:4].[CH2:1]([S:3]([OH:6])(=[O:5])=[O:4])[CH3:2].[CH3:7][CH:8]([CH3:24])[CH2:9][N:10]1[C:22]2[C:21]3[N:20]=[CH:19][CH:18]=[CH:17][C:16]=3[N:15]=[C:14]([NH2:23])[C:13]=2[N:12]=[CH:11]1, predict the reactants needed to synthesize it. The reactants are: [CH2:1]([S:3]([OH:6])(=[O:5])=[O:4])[CH3:2].[CH3:7][CH:8]([CH3:24])[CH2:9][N:10]1[C:22]2[C:21]3[N:20]=[CH:19][CH:18]=[CH:17][C:16]=3[N:15]=[C:14]([NH2:23])[C:13]=2[N:12]=[CH:11]1.O.C(O)(C)C.